From a dataset of Full USPTO retrosynthesis dataset with 1.9M reactions from patents (1976-2016). Predict the reactants needed to synthesize the given product. Given the product [Cl:1][C:2]1[C:3]([O:4][CH2:5][CH2:6][CH2:7][Si:8]([CH3:9])([CH3:11])[CH3:10])=[CH:12][C:13]([CH3:19])=[C:14]([NH:16][C:17](=[S:18])[N:22]([CH2:20][CH3:21])[CH3:23])[CH:15]=1, predict the reactants needed to synthesize it. The reactants are: [Cl:1][C:2]1[CH:15]=[C:14]([N:16]=[C:17]=[S:18])[C:13]([CH3:19])=[CH:12][C:3]=1[O:4][CH2:5][CH2:6][CH2:7][Si:8]([CH3:11])([CH3:10])[CH3:9].[CH2:20]([NH:22][CH3:23])[CH3:21].